This data is from Catalyst prediction with 721,799 reactions and 888 catalyst types from USPTO. The task is: Predict which catalyst facilitates the given reaction. (1) Reactant: [CH3:1][C:2]1[C:6]([C:7]2[CH:8]=[C:9]([NH2:16])[C:10]3[N:14]=[CH:13][NH:12][C:11]=3[CH:15]=2)=[C:5]([CH3:17])[O:4][N:3]=1.C(=O)([O-])[O-].[K+].[K+].[CH2:24](Cl)[C:25]1[CH:30]=[CH:29][CH:28]=[CH:27][CH:26]=1. Product: [CH2:24]([N:12]1[C:11]2[CH:15]=[C:7]([C:6]3[C:2]([CH3:1])=[N:3][O:4][C:5]=3[CH3:17])[CH:8]=[C:9]([NH2:16])[C:10]=2[N:14]=[CH:13]1)[C:25]1[CH:30]=[CH:29][CH:28]=[CH:27][CH:26]=1. The catalyst class is: 496. (2) Product: [CH3:1][O:2][C:3](=[O:15])[CH2:4][CH:5]1[C:9]2[CH:10]=[CH:11][C:12]([OH:14])=[CH:13][C:8]=2[O:7][CH2:6]1. Reactant: [CH3:1][O:2][C:3](=[O:15])[CH2:4][C:5]1[C:9]2[CH:10]=[CH:11][C:12]([OH:14])=[CH:13][C:8]=2[O:7][CH:6]=1. The catalyst class is: 129.